This data is from Catalyst prediction with 721,799 reactions and 888 catalyst types from USPTO. The task is: Predict which catalyst facilitates the given reaction. (1) Reactant: [CH2:1]([O:8][CH2:9][C@@H:10]1[N:15]2[C:16]3[C:25]4[C:20](=[CH:21][CH:22]=[CH:23][CH:24]=4)[N:19]=[CH:18][C:17]=3[N:26]=[C:14]2[CH2:13][O:12][CH2:11]1)[C:2]1[CH:7]=[CH:6][CH:5]=[CH:4][CH:3]=1.C1C=C(Cl)C=C(C(OO)=[O:35])C=1.C([O-])([O-])=O.[Na+].[Na+]. Product: [CH2:1]([O:8][CH2:9][C@@H:10]1[N:15]2[C:16]3[C:25]4[C:20](=[CH:21][CH:22]=[CH:23][CH:24]=4)[N+:19]([O-:35])=[CH:18][C:17]=3[N:26]=[C:14]2[CH2:13][O:12][CH2:11]1)[C:2]1[CH:3]=[CH:4][CH:5]=[CH:6][CH:7]=1. The catalyst class is: 2. (2) Reactant: [NH2:1][CH:2]1[CH2:7][CH2:6][N:5]([C:8]([O:10][C:11]([CH3:14])([CH3:13])[CH3:12])=[O:9])[CH2:4][CH2:3]1.[F:15][C:16]1[CH:17]=[C:18]([N:22]=[C:23]=[O:24])[CH:19]=[CH:20][CH:21]=1.O. Product: [F:15][C:16]1[CH:17]=[C:18]([NH:22][C:23](=[O:24])[NH:1][CH:2]2[CH2:3][CH2:4][N:5]([C:8]([O:10][C:11]([CH3:14])([CH3:13])[CH3:12])=[O:9])[CH2:6][CH2:7]2)[CH:19]=[CH:20][CH:21]=1. The catalyst class is: 3.